Predict the product of the given reaction. From a dataset of Forward reaction prediction with 1.9M reactions from USPTO patents (1976-2016). (1) Given the reactants C([O:4][C@H:5]1[C@H:10]([O:11]C(=O)C)[C@@H:9]([O:15]C(=O)C)[C@H:8]([C:19]2[CH:24]=[C:23]([CH2:25][C:26]3[CH:31]=[CH:30][C:29]([O:32][CH2:33][CH3:34])=[CH:28][CH:27]=3)[C:22]([Cl:35])=[CH:21][C:20]=2[O:36][CH2:37][CH:38]=[CH2:39])[O:7][C@@H:6]1[CH2:40][O:41]C(=O)C)(=O)C.C[O-].[Na+].C(O)(=O)C, predict the reaction product. The product is: [CH2:37]([O:36][C:20]1[CH:21]=[C:22]([Cl:35])[C:23]([CH2:25][C:26]2[CH:31]=[CH:30][C:29]([O:32][CH2:33][CH3:34])=[CH:28][CH:27]=2)=[CH:24][C:19]=1[C@H:8]1[C@H:9]([OH:15])[C@@H:10]([OH:11])[C@H:5]([OH:4])[C@@H:6]([CH2:40][OH:41])[O:7]1)[CH:38]=[CH2:39]. (2) Given the reactants Cl[C:2]1[N:10]=[C:9](Cl)[CH:8]=[CH:7][C:3]=1[C:4]([NH2:6])=[O:5].[N:12]1[CH:17]=[CH:16][CH:15]=[C:14]([NH2:18])[CH:13]=1.C(O[C:24](=[O:31])[NH:25][C@H:26]1[CH2:30][CH2:29][NH:28][CH2:27]1)(C)(C)C.[C:32](O)(=O)[CH:33]=C, predict the reaction product. The product is: [C:24]([NH:25][C@H:26]1[CH2:30][CH2:29][N:28]([C:9]2[CH:8]=[CH:7][C:3]([C:4]([NH2:6])=[O:5])=[C:2]([NH:18][C:14]3[CH:13]=[N:12][CH:17]=[CH:16][CH:15]=3)[N:10]=2)[CH2:27]1)(=[O:31])[CH:32]=[CH2:33]. (3) The product is: [CH3:3][O:4][C:5]1[N:6]=[CH:7][C:8]([CH2:9][OH:10])=[CH:12][C:13]=1[N+:14]([O-:16])=[O:15]. Given the reactants B#B.[CH3:3][O:4][C:5]1[C:13]([N+:14]([O-:16])=[O:15])=[CH:12][C:8]([C:9](O)=[O:10])=[CH:7][N:6]=1.CO, predict the reaction product.